This data is from Reaction yield outcomes from USPTO patents with 853,638 reactions. The task is: Predict the reaction yield, written as a fraction of the theoretical maximum amount of product (1.0 means a 100% yield; for example, 0.34 means a 34% yield). (1) The reactants are Cl[C:2]1[CH:3]=[N:4][CH:5]=[C:6]([Cl:17])[C:7]=1[N:8]1[CH2:13][CH2:12][CH:11]([C:14]([NH2:16])=[O:15])[CH2:10][CH2:9]1.[CH3:18][O:19][C:20]1[CH:25]=[CH:24][C:23](B(O)O)=[CH:22][CH:21]=1.C(=O)([O-])[O-].[Na+].[Na+]. The catalyst is C1C=CC([P]([Pd]([P](C2C=CC=CC=2)(C2C=CC=CC=2)C2C=CC=CC=2)([P](C2C=CC=CC=2)(C2C=CC=CC=2)C2C=CC=CC=2)[P](C2C=CC=CC=2)(C2C=CC=CC=2)C2C=CC=CC=2)(C2C=CC=CC=2)C2C=CC=CC=2)=CC=1.C(#N)C. The product is [Cl:17][C:6]1[CH:5]=[N:4][CH:3]=[C:2]([C:23]2[CH:24]=[CH:25][C:20]([O:19][CH3:18])=[CH:21][CH:22]=2)[C:7]=1[N:8]1[CH2:13][CH2:12][CH:11]([C:14]([NH2:16])=[O:15])[CH2:10][CH2:9]1. The yield is 0.300. (2) The reactants are [CH2:1]([N:8]1[CH2:12][C@H:11]([O:13][Si:14]([C:17]([CH3:20])([CH3:19])[CH3:18])([CH3:16])[CH3:15])[C@@H:10](O)[CH2:9]1)[C:2]1[CH:7]=[CH:6][CH:5]=[CH:4][CH:3]=1.C1(P(C2C=CC=CC=2)C2C=CC=CC=2)C=CC=CC=1.N(C(OC(C)C)=O)=NC(OC(C)C)=O.C1(P([N:69]=[N+:70]=[N-:71])(C2C=CC=CC=2)=O)C=CC=CC=1. The catalyst is C1COCC1. The product is [CH2:1]([N:8]1[CH2:12][C@H:11]([O:13][Si:14]([C:17]([CH3:20])([CH3:19])[CH3:18])([CH3:16])[CH3:15])[C@H:10]([N:69]=[N+:70]=[N-:71])[CH2:9]1)[C:2]1[CH:7]=[CH:6][CH:5]=[CH:4][CH:3]=1. The yield is 1.10. (3) The reactants are [CH3:1][C:2]1[CH:10]=[CH:9][CH:8]=[CH:7][C:3]=1[C:4](Cl)=[O:5].[N+](=[CH:13][Si](C)(C)C)=[N-].[BrH:18].CCOC(C)=O. The catalyst is C(#N)C.O. The product is [Br:18][CH2:13][C:4]([C:3]1[CH:7]=[CH:8][CH:9]=[CH:10][C:2]=1[CH3:1])=[O:5]. The yield is 0.910.